From a dataset of Catalyst prediction with 721,799 reactions and 888 catalyst types from USPTO. Predict which catalyst facilitates the given reaction. (1) Reactant: [CH3:1][C@@H:2]1[CH2:6][C@@H:5]([CH:7]2[CH2:9][N@@:8]2[S:10]([C:13]2[CH:18]=[CH:17][CH:16]=[CH:15][C:14]=2[N+:19]([O-:21])=[O:20])(=[O:12])=[O:11])[O:4][C:3]1=[O:22].[Cl:23][C:24]1[CH:29]=[CH:28][CH:27]=[CH:26][C:25]=1[N:30]1[CH2:35][C:34]([CH3:37])([CH3:36])[NH:33][CH2:32][C:31]1=[O:38]. Product: [Cl:23][C:24]1[CH:29]=[CH:28][CH:27]=[CH:26][C:25]=1[N:30]1[C:31](=[O:38])[CH2:32][N:33]([CH2:9][C@H:7]([NH:8][S:10]([C:13]2[CH:18]=[CH:17][CH:16]=[CH:15][C:14]=2[N+:19]([O-:21])=[O:20])(=[O:12])=[O:11])[C@@H:5]2[CH2:6][C@@H:2]([CH3:1])[C:3](=[O:22])[O:4]2)[C:34]([CH3:37])([CH3:36])[CH2:35]1. The catalyst class is: 11. (2) Reactant: [CH2:1]([O:8][C:9](=[O:30])[C@H:10]([CH:27]([CH3:29])[CH3:28])[NH:11][CH2:12][C:13]1[CH:18]=[CH:17][C:16]([C:19]2[CH:24]=[CH:23][CH:22]=[CH:21][C:20]=2[C:25]#[N:26])=[CH:15][CH:14]=1)[C:2]1[CH:7]=[CH:6][CH:5]=[CH:4][CH:3]=1.C(N(CC)C(C)C)(C)C.[C:40](Cl)(=[O:45])[CH2:41][CH2:42][CH2:43][CH3:44]. Product: [CH2:1]([O:8][C:9](=[O:30])[C@H:10]([CH:27]([CH3:28])[CH3:29])[N:11]([CH2:12][C:13]1[CH:14]=[CH:15][C:16]([C:19]2[CH:24]=[CH:23][CH:22]=[CH:21][C:20]=2[C:25]#[N:26])=[CH:17][CH:18]=1)[C:40](=[O:45])[CH2:41][CH2:42][CH2:43][CH3:44])[C:2]1[CH:7]=[CH:6][CH:5]=[CH:4][CH:3]=1. The catalyst class is: 2.